The task is: Predict the reaction yield, written as a fraction of the theoretical maximum amount of product (1.0 means a 100% yield; for example, 0.34 means a 34% yield).. This data is from Reaction yield outcomes from USPTO patents with 853,638 reactions. (1) The yield is 1.00. The catalyst is C1COCC1.CO.O.O. The reactants are [OH-].[Li+].[I:3][C:4]1[CH:5]=[C:6]([CH:11]=[CH:12][C:13]=1[O:14][CH3:15])[C:7]([O:9]C)=[O:8].Cl. The product is [I:3][C:4]1[CH:5]=[C:6]([CH:11]=[CH:12][C:13]=1[O:14][CH3:15])[C:7]([OH:9])=[O:8]. (2) The reactants are [CH3:1][O:2][C:3]1[CH:8]=[CH:7][C:6]([C:9](=O)[CH3:10])=[CH:5][CH:4]=1.[NH2:12][C:13]([NH2:15])=[S:14]. No catalyst specified. The product is [NH2:15][C:13]1[S:14][CH:10]=[C:9]([C:6]2[CH:7]=[CH:8][C:3]([O:2][CH3:1])=[CH:4][CH:5]=2)[N:12]=1. The yield is 0.852. (3) The reactants are [C:1]([O:5][C:6](=[O:15])[NH:7][C@H:8]1[C@H:13](Br)[CH2:12][CH2:11][O:10][CH2:9]1)([CH3:4])([CH3:3])[CH3:2].[H-].[Na+]. The catalyst is CN(C)C=O. The product is [C:1]([O:5][C:6]([N:7]1[CH:8]2[CH:13]1[CH2:12][CH2:11][O:10][CH2:9]2)=[O:15])([CH3:4])([CH3:3])[CH3:2]. The yield is 0.700. (4) The reactants are [H-].[Na+].[OH:3][CH2:4][C:5]([CH2:10][OH:11])([CH2:8][OH:9])[CH2:6][OH:7].[CH3:12][C:13]([CH2:29][CH2:30][CH2:31][CH:32]([CH3:39])[CH2:33][CH2:34][CH2:35][CH:36]([CH3:38])[CH3:37])=[CH:14][CH2:15][CH2:16][CH2:17]OS(C1C=CC(C)=CC=1)(=O)=O.O. The catalyst is CN(C)C=O. The product is [CH3:12][C:13]([CH2:29][CH2:30][CH2:31][CH:32]([CH3:39])[CH2:33][CH2:34][CH2:35][CH:36]([CH3:38])[CH3:37])=[CH:14][CH2:15][CH2:16][CH2:17][O:3][CH2:4][C:5]([CH2:10][OH:11])([CH2:8][OH:9])[CH2:6][OH:7]. The yield is 0.260. (5) The reactants are [Cl:1][C:2]1[C:3]([NH:18][C:19]2[C:26]([F:27])=[CH:25][CH:24]=[CH:23]C=2C#N)=[CH:4][C:5]([NH:8][C:9]2[N:13]([CH:14]([CH3:16])[CH3:15])[N:12]=[C:11]([CH3:17])[CH:10]=2)=[N:6][CH:7]=1.[OH-].[Na+].[C:30]([O:33]CC)(=[O:32])[CH3:31]. The catalyst is O1CCOCC1. The product is [Cl:1][C:2]1[C:3]([NH:18][C:19]2[C:26]([F:27])=[CH:25][CH:24]=[CH:23][C:31]=2[C:30]([OH:33])=[O:32])=[CH:4][C:5]([NH:8][C:9]2[N:13]([CH:14]([CH3:16])[CH3:15])[N:12]=[C:11]([CH3:17])[CH:10]=2)=[N:6][CH:7]=1. The yield is 0.750. (6) The catalyst is C(O)(=O)C.[Pt](=O)=O. The product is [NH2:2][CH2:1][C:3]1([C:16](=[O:28])[NH:17][C:18]2[CH:23]=[C:22]([C:24]([F:27])([F:25])[F:26])[CH:21]=[CH:20][N:19]=2)[CH2:4][CH2:5][N:6]([C:9]([O:11][C:12]([CH3:15])([CH3:14])[CH3:13])=[O:10])[CH2:7][CH2:8]1. The yield is 0.810. The reactants are [C:1]([C:3]1([C:16](=[O:28])[NH:17][C:18]2[CH:23]=[C:22]([C:24]([F:27])([F:26])[F:25])[CH:21]=[CH:20][N:19]=2)[CH2:8][CH2:7][N:6]([C:9]([O:11][C:12]([CH3:15])([CH3:14])[CH3:13])=[O:10])[CH2:5][CH2:4]1)#[N:2].